Dataset: Forward reaction prediction with 1.9M reactions from USPTO patents (1976-2016). Task: Predict the product of the given reaction. (1) Given the reactants [CH:1]1([N:5]2[CH2:10][CH2:9][N:8]([C:11]([C:13]3[CH:14]=[C:15]4[C:20](=[CH:21][CH:22]=3)[CH2:19][NH:18][CH2:17][CH2:16]4)=[O:12])[CH2:7][CH2:6]2)[CH2:4][CH2:3][CH2:2]1.[C:23](Cl)(=[O:30])[C:24]1[CH:29]=[CH:28][CH:27]=[CH:26][CH:25]=1, predict the reaction product. The product is: [C:23]([N:18]1[CH2:17][CH2:16][C:15]2[C:20](=[CH:21][CH:22]=[C:13]([C:11]([N:8]3[CH2:7][CH2:6][N:5]([CH:1]4[CH2:4][CH2:3][CH2:2]4)[CH2:10][CH2:9]3)=[O:12])[CH:14]=2)[CH2:19]1)(=[O:30])[C:24]1[CH:29]=[CH:28][CH:27]=[CH:26][CH:25]=1. (2) Given the reactants [OH:1][C:2]1[CH:7]=[CH:6][C:5]([N+:8]([O-:10])=[O:9])=[CH:4][N:3]=1.[C:11](=O)([O-])[O-].[Cs+].[Cs+].CI, predict the reaction product. The product is: [CH3:11][N:3]1[CH:4]=[C:5]([N+:8]([O-:10])=[O:9])[CH:6]=[CH:7][C:2]1=[O:1]. (3) Given the reactants [C:1]([O:5][C:6]([NH:8][C@H:9]1[CH2:14][CH2:13][C@H:12]([CH:15]([OH:26])[C:16]2[S:20][CH:19]=[C:18]([C:21]([O:23][CH3:24])=[O:22])[C:17]=2[CH3:25])[CH2:11][CH2:10]1)=[O:7])([CH3:4])([CH3:3])[CH3:2].N1C=CC=CC=1.CC(OI1(OC(C)=O)(OC(C)=O)OC(=O)C2C=CC=CC1=2)=O.O.O.O.O.O.S([O-])([O-])(=O)=S.[Na+].[Na+].C([O-])(O)=O.[Na+], predict the reaction product. The product is: [C:1]([O:5][C:6]([NH:8][C@H:9]1[CH2:10][CH2:11][C@H:12]([C:15]([C:16]2[S:20][CH:19]=[C:18]([C:21]([O:23][CH3:24])=[O:22])[C:17]=2[CH3:25])=[O:26])[CH2:13][CH2:14]1)=[O:7])([CH3:4])([CH3:3])[CH3:2]. (4) Given the reactants FC1C2OC(CN)CNC=2C=CC=1.[CH3:14][N:15]1[C:20]2[CH:21]=[CH:22][CH:23]=[CH:24][C:19]=2[O:18][CH:17]([C:25]([NH2:27])=O)[CH2:16]1, predict the reaction product. The product is: [CH3:14][N:15]1[CH:20]2[CH2:21][CH:22]=[CH:23][CH:24]=[C:19]2[O:18][CH:17]([CH2:25][NH2:27])[CH2:16]1.